The task is: Predict the reactants needed to synthesize the given product.. This data is from Full USPTO retrosynthesis dataset with 1.9M reactions from patents (1976-2016). (1) The reactants are: [H-].[Na+].[CH3:3][S:4]([NH2:7])(=[O:6])=[O:5].[CH3:8][C:9]1([CH3:34])[C:18]2[C:13](=[CH:14][CH:15]=[C:16]([C:19](O)=[O:20])[CH:17]=2)[NH:12][CH:11]([C:22]2[CH:27]=[CH:26][CH:25]=[C:24]([C:28]3[N:32]([CH3:33])[N:31]=[N:30][N:29]=3)[CH:23]=2)[CH2:10]1.C(N1C=CN=C1)(N1C=CN=C1)=O. Given the product [CH3:8][C:9]1([CH3:34])[C:18]2[C:13](=[CH:14][CH:15]=[C:16]([C:19]([NH:7][S:4]([CH3:3])(=[O:6])=[O:5])=[O:20])[CH:17]=2)[NH:12][CH:11]([C:22]2[CH:27]=[CH:26][CH:25]=[C:24]([C:28]3[N:32]([CH3:33])[N:31]=[N:30][N:29]=3)[CH:23]=2)[CH2:10]1, predict the reactants needed to synthesize it. (2) Given the product [Cl:1][C:2]1[CH:3]=[C:4]([C:10]([C:12]2[CH:17]=[CH:16][C:15]([F:18])=[CH:14][CH:13]=2)=[N:20][OH:21])[CH:5]=[N:6][C:7]=1[O:8][CH3:9], predict the reactants needed to synthesize it. The reactants are: [Cl:1][C:2]1[CH:3]=[C:4]([C:10]([C:12]2[CH:17]=[CH:16][C:15]([F:18])=[CH:14][CH:13]=2)=O)[CH:5]=[N:6][C:7]=1[O:8][CH3:9].Cl.[NH2:20][OH:21].